Task: Binary Classification. Given a miRNA mature sequence and a target amino acid sequence, predict their likelihood of interaction.. Dataset: Experimentally validated miRNA-target interactions with 360,000+ pairs, plus equal number of negative samples (1) The miRNA is gga-miR-365-3p with sequence UAAUGCCCCUAAAAAUCCUUAU. The protein sequence of the target gene is MHRDAWLPRPAFSLTGLSLFFSLVPPGRSMEVTAPTTLSVLNGSDTRLPCTFNSCYTVNHKQFSLNWTYQECNNCTEEMFLQFRMKIINLKLERFGDRVEFSGNPSKYDVSVTLKNVQLEDEGIYNCYITNPPDRHRGHGKIYLQVLLEVPPERDSTVAVIVGASVGGFLAVVILVLMVVKCVRRKKEQKLSTDDLKTEEEGKMDGEGNAEDGTK. Result: 0 (no interaction). (2) The miRNA is hsa-miR-6809-3p with sequence CUUCUCUUCUCUCCUUCCCAG. The protein sequence of the target gene is MEEKLKKTKIIFVVGGPGSGKGTQCEKIVQKYGYTHLSTGDLLRSEVSSGSARGKKLSEIMEKGQLVPLETVLDMLRDAMVAKVNTSKGFLIDGYPREVQQGEEFERRIGQPTLLLYVDAGPETMTQRLLKRGETSGRVDDNEETIKKRLETYYKATEPVIAFYEKRGIVRKVNAEGSVDSVFSQVCTHLDALK. Result: 0 (no interaction). (3) The miRNA is hsa-miR-4764-5p with sequence UGGAUGUGGAAGGAGUUAUCU. The protein sequence of the target gene is MGNEASLEGEGLPEGLAAAAAAGGGASGAGSPSHTAIPAGMEADLSQLSEEERRQIAAVMSRAQGLPKGSVPPAAAESPSMHRKQELDSSHPPKQSGRPPDPGRPAQPGLSKSRTTDTFRSEQKLPGRSPSTISLKESKSRTDLKEEHKSSMMPGFLSEVNALSAVSSVVNKFNPFDLISDSEASQEETTKKQKVVQKEQGKPEGIIKPPLQQQPPKPIPKQQGPGRDPLQQDGTPKSISSQQPEKIKSQPPGTGKPIQGPTQTPQTDHAKLPLQRDASRPQTKQADIVRGESVKPSLPS.... Result: 0 (no interaction). (4) The miRNA is hsa-miR-1-3p with sequence UGGAAUGUAAAGAAGUAUGUAU. The protein sequence of the target gene is MPEGAQGLSLSKPSPSLGCGRRGEVCDCGTVCETRTAPAAPTMASPRGSGSSTSLSTVGSEGDPAPGPTPACSASRPEPLPGPPIRLHLSPVGIPGSARPSRLERVAREIVETERAYVRDLRSIVEDYLGPLLDGGVLGLSVEQVGTLFANIEDIYEFSSELLEDLENSSSAGGIAECFVQRSEDFDIYTLYCMNYPSSLALLRELSLSPPAALWLQERQAQLRHSLPLQSFLLKPVQRILKYHLLLQELGKHWAEGPGTGGREMVEEAIVSMTAVAWYINDMKRKQEHAARLQEVQRRL.... Result: 1 (interaction).